Dataset: Forward reaction prediction with 1.9M reactions from USPTO patents (1976-2016). Task: Predict the product of the given reaction. (1) The product is: [NH2:14][C:16]1[CH:17]=[C:18]2[C:23](=[CH:24][C:25]=1[F:26])[C:22](=[O:27])[N:21]([C:28]1[CH:29]=[CH:30][C:31]([NH:7][C:5]([NH:4][S:1]([C:39]3[S:40][CH:41]=[C:37]([CH3:36])[CH:38]=3)(=[O:3])=[O:2])=[O:6])=[CH:32][CH:33]=1)[CH:20]=[CH:19]2. Given the reactants [S:1](=[N:4][C:5]([NH2:7])=[O:6])(=[O:3])=[O:2].C(OC(=O)[N:14]([C:16]1[CH:17]=[C:18]2[C:23](=[CH:24][C:25]=1[F:26])[C:22](=[O:27])[N:21]([C:28]1[CH:33]=[CH:32][C:31](N)=[CH:30][CH:29]=1)[CH:20]=[CH:19]2)C)(C)(C)C.[CH3:36][C:37]1[CH:38]=[C:39](S(N)(=O)=O)[S:40][CH:41]=1, predict the reaction product. (2) Given the reactants [N:1]1[N:5]2[CH2:6][CH2:7][NH:8][CH2:9][C:4]2=[C:3]([N:10]2[CH2:14][CH2:13][CH2:12][C:11]2=[O:15])[CH:2]=1.N1CCC[C:17]1=O.IC1C=NN2CC(C)N(C(OC(C)(C)C)=O)CC=12.IC1C=NN2CCN(C(OC(C)(C)C)=O)CC=12, predict the reaction product. The product is: [CH3:17][CH:7]1[CH2:6][N:5]2[N:1]=[CH:2][C:3]([N:10]3[CH2:14][CH2:13][CH2:12][C:11]3=[O:15])=[C:4]2[CH2:9][NH:8]1.